From a dataset of Forward reaction prediction with 1.9M reactions from USPTO patents (1976-2016). Predict the product of the given reaction. The product is: [NH2:21][C:22]1[C:23]([C:29]2[O:33][C:32]([C:34]3[CH:35]=[CH:36][C:37]([CH2:40][N:41]([CH3:49])[C:42](=[O:48])[O:43][C:44]([CH3:45])([CH3:46])[CH3:47])=[CH:38][CH:39]=3)=[N:31][N:30]=2)=[N:24][C:25]([C:10]2[CH:9]=[CH:8][N:7]=[C:6]([C:2]([C:3]#[N:4])([CH3:1])[CH3:5])[CH:11]=2)=[CH:26][N:27]=1. Given the reactants [CH3:1][C:2]([C:6]1[CH:11]=[C:10](B2OC(C)(C)C(C)(C)O2)[CH:9]=[CH:8][N:7]=1)([CH3:5])[C:3]#[N:4].[NH2:21][C:22]1[C:23]([C:29]2[O:33][C:32]([C:34]3[CH:39]=[CH:38][C:37]([CH2:40][N:41]([CH3:49])[C:42](=[O:48])[O:43][C:44]([CH3:47])([CH3:46])[CH3:45])=[CH:36][CH:35]=3)=[N:31][N:30]=2)=[N:24][C:25](Br)=[CH:26][N:27]=1.C(=O)([O-])[O-].[Na+].[Na+], predict the reaction product.